Dataset: Full USPTO retrosynthesis dataset with 1.9M reactions from patents (1976-2016). Task: Predict the reactants needed to synthesize the given product. (1) Given the product [CH:16]1([N:6]([CH2:7][C:8]2[CH:13]=[CH:12][CH:11]=[C:10]([CH3:14])[C:9]=2[CH3:15])[C:4]([CH:3]([CH:19]([C:27]2[CH:28]=[CH:29][C:30]([O:33][CH2:34][CH2:35][O:36][C:37]3[C:38]([Cl:45])=[CH:39][C:40]([CH3:44])=[CH:41][C:42]=3[Cl:43])=[CH:31][CH:32]=2)[CH2:20][C:21]2[CH:26]=[CH:25][CH:24]=[CH:23][N:22]=2)[CH2:1][NH:2][C:48](=[O:49])[O:50][C:51]([CH3:54])([CH3:53])[CH3:52])=[O:5])[CH2:17][CH2:18]1, predict the reactants needed to synthesize it. The reactants are: [C:1]([CH:3]([CH:19]([C:27]1[CH:32]=[CH:31][C:30]([O:33][CH2:34][CH2:35][O:36][C:37]2[C:42]([Cl:43])=[CH:41][C:40]([CH3:44])=[CH:39][C:38]=2[Cl:45])=[CH:29][CH:28]=1)[CH2:20][C:21]1[CH:26]=[CH:25][CH:24]=[CH:23][N:22]=1)[C:4]([N:6]([CH:16]1[CH2:18][CH2:17]1)[CH2:7][C:8]1[CH:13]=[CH:12][CH:11]=[C:10]([CH3:14])[C:9]=1[CH3:15])=[O:5])#[N:2].[BH4-].[Na+].[C:48](O[C:48]([O:50][C:51]([CH3:54])([CH3:53])[CH3:52])=[O:49])([O:50][C:51]([CH3:54])([CH3:53])[CH3:52])=[O:49].[OH-].[Na+]. (2) Given the product [O:1]1[CH2:6][CH2:5][N:4]([C:7]2[N:12]=[CH:11][C:10]([C:13]3[NH:36][C:16]4[N:17]=[CH:18][N:19]=[C:20]([C:21]5[CH:22]=[CH:23][C:24]([O:29][CH:30]6[CH2:35][CH2:34][O:33][CH2:32][CH2:31]6)=[C:25]([CH:28]=5)[C:26]#[N:27])[C:15]=4[CH:14]=3)=[CH:9][CH:8]=2)[CH2:3][CH2:2]1, predict the reactants needed to synthesize it. The reactants are: [O:1]1[CH2:6][CH2:5][N:4]([C:7]2[N:12]=[CH:11][C:10]([C:13]3[N:36](COCC[Si](C)(C)C)[C:16]4[N:17]=[CH:18][N:19]=[C:20]([C:21]5[CH:22]=[CH:23][C:24]([O:29][CH:30]6[CH2:35][CH2:34][O:33][CH2:32][CH2:31]6)=[C:25]([CH:28]=5)[C:26]#[N:27])[C:15]=4[CH:14]=3)=[CH:9][CH:8]=2)[CH2:3][CH2:2]1.C(O)(C(F)(F)F)=O. (3) Given the product [C:13]([NH:12][C:9]1[CH:8]=[CH:7][C:6]([O:5][C:1]([N:46]2[CH2:47][CH2:48][N:43]([CH2:42][C:37]3[CH:38]=[CH:39][CH:40]=[CH:41][N:36]=3)[CH2:44][CH2:45]2)=[O:2])=[N:11][CH:10]=1)(=[O:20])[C:14]1[CH:19]=[CH:18][CH:17]=[CH:16][CH:15]=1, predict the reactants needed to synthesize it. The reactants are: [C:1](Cl)(Cl)=[O:2].[OH:5][C:6]1[N:11]=[CH:10][C:9]([NH:12][C:13](=[O:20])[C:14]2[CH:19]=[CH:18][CH:17]=[CH:16][CH:15]=2)=[CH:8][CH:7]=1.C(N(CC)CC)C.N12CCN(CC1)CC2.[N:36]1[CH:41]=[CH:40][CH:39]=[CH:38][C:37]=1[CH2:42][N:43]1[CH2:48][CH2:47][NH:46][CH2:45][CH2:44]1. (4) Given the product [CH2:45]([C:42]1[CH:43]=[CH:44][C:39]([C:5]([CH3:38])([CH2:6][CH2:7][CH2:8][CH2:9][CH:10]([CH:32]2[S:33][CH2:34][CH2:35][CH2:36][S:37]2)[CH2:11][CH2:12][CH2:13][CH2:14][C:15]([C:22]2[CH:27]=[CH:26][C:25]([CH2:28][CH:29]([CH3:31])[CH3:30])=[CH:24][CH:23]=2)([CH3:21])[CH2:16][OH:17])[CH2:4][OH:3])=[CH:40][CH:41]=1)[CH:46]([CH3:48])[CH3:47], predict the reactants needed to synthesize it. The reactants are: C([O:3][C:4](=O)[C:5]([C:39]1[CH:44]=[CH:43][C:42]([CH2:45][CH:46]([CH3:48])[CH3:47])=[CH:41][CH:40]=1)([CH3:38])[CH2:6][CH2:7][CH2:8][CH2:9][CH:10]([CH:32]1[S:37][CH2:36][CH2:35][CH2:34][S:33]1)[CH2:11][CH2:12][CH2:13][CH2:14][C:15]([C:22]1[CH:27]=[CH:26][C:25]([CH2:28][CH:29]([CH3:31])[CH3:30])=[CH:24][CH:23]=1)([CH3:21])[C:16](OCC)=[O:17])C.[H-].[Al+3].[Li+].[H-].[H-].[H-]. (5) Given the product [NH2:18][C:5]1[C:10]([F:11])=[CH:9][N:8]([C:12]2[CH:16]=[CH:15][S:14][CH:13]=2)[C:7](=[O:17])[N:6]=1, predict the reactants needed to synthesize it. The reactants are: C(S[C:5]1[C:10]([F:11])=[CH:9][N:8]([C:12]2[CH:16]=[CH:15][S:14][CH:13]=2)[C:7](=[O:17])[N:6]=1)C=C.[NH3:18].